Dataset: Reaction yield outcomes from USPTO patents with 853,638 reactions. Task: Predict the reaction yield, written as a fraction of the theoretical maximum amount of product (1.0 means a 100% yield; for example, 0.34 means a 34% yield). (1) The reactants are [Si:1]([O:8][CH2:9][CH2:10][N:11]([CH2:22][CH:23]([OH:30])[C:24]1[CH:29]=[CH:28][CH:27]=[CH:26][CH:25]=1)[C:12](=[O:21])[C:13]1[CH:18]=[CH:17][C:16]([Cl:19])=[N:15][C:14]=1Cl)([C:4]([CH3:7])([CH3:6])[CH3:5])([CH3:3])[CH3:2].CC(C)([O-])C.[Na+]. The catalyst is O1CCOCC1.C(OCC)(=O)C.O. The product is [Si:1]([O:8][CH2:9][CH2:10][N:11]1[C:12](=[O:21])[C:13]2[CH:18]=[CH:17][C:16]([Cl:19])=[N:15][C:14]=2[O:30][CH:23]([C:24]2[CH:25]=[CH:26][CH:27]=[CH:28][CH:29]=2)[CH2:22]1)([C:4]([CH3:7])([CH3:6])[CH3:5])([CH3:2])[CH3:3]. The yield is 0.980. (2) The yield is 0.563. No catalyst specified. The reactants are Cl.[CH2:2]([N:4]([CH2:19][CH3:20])[C:5]([CH:7]1[O:12][CH2:11][CH2:10][N:9]([CH:13]2[CH2:18][CH2:17][NH:16][CH2:15][CH2:14]2)[CH2:8]1)=[O:6])[CH3:3].[NH2:21][C:22]1[S:23][C:24]2[CH:33]=[CH:32][CH:31]=[CH:30][C:25]=2[C:26]=1[C:27](O)=[O:28]. The product is [NH2:21][C:22]1[S:23][C:24]2[CH:33]=[CH:32][CH:31]=[CH:30][C:25]=2[C:26]=1[C:27]([N:16]1[CH2:17][CH2:18][CH:13]([N:9]2[CH2:10][CH2:11][O:12][CH:7]([C:5]([N:4]([CH2:2][CH3:3])[CH2:19][CH3:20])=[O:6])[CH2:8]2)[CH2:14][CH2:15]1)=[O:28]. (3) The reactants are Cl.C[O:3][C:4]([C:6]1[CH:11]=[C:10]([Cl:12])[CH:9]=[CH:8][N:7]=1)=O.CO.[CH3:15][NH2:16]. The catalyst is O1CCCC1. The product is [CH3:15][NH:16][C:4]([C:6]1[CH:11]=[C:10]([Cl:12])[CH:9]=[CH:8][N:7]=1)=[O:3]. The yield is 0.805.